This data is from Forward reaction prediction with 1.9M reactions from USPTO patents (1976-2016). The task is: Predict the product of the given reaction. (1) The product is: [CH2:1]([O:3][C:4]1[CH:5]=[C:6]2[C:11](=[CH:12][C:13]=1[O:14][CH3:15])[N:10]=[CH:9][N:8]=[C:7]2[O:16][C:17]1[CH:18]=[C:19]([NH:20][C:35]([NH:34][C:31]2[CH:30]=[C:29]([C:26]([CH3:28])([CH3:27])[C:25]([F:45])([F:44])[F:24])[O:33][N:32]=2)=[O:36])[CH:21]=[CH:22][CH:23]=1)[CH3:2]. Given the reactants [CH2:1]([O:3][C:4]1[CH:5]=[C:6]2[C:11](=[CH:12][C:13]=1[O:14][CH3:15])[N:10]=[CH:9][N:8]=[C:7]2[O:16][C:17]1[CH:18]=[C:19]([CH:21]=[CH:22][CH:23]=1)[NH2:20])[CH3:2].[F:24][C:25]([F:45])([F:44])[C:26]([C:29]1[O:33][N:32]=[C:31]([NH:34][C:35](=O)[O:36]C2C=CC=CC=2)[CH:30]=1)([CH3:28])[CH3:27], predict the reaction product. (2) Given the reactants [C:1]([O:5][C:6](=[O:20])[NH:7][C:8]1[CH:13]=[C:12]([CH3:14])[C:11]([C:15]([F:18])([F:17])[F:16])=[CH:10][C:9]=1[NH2:19])([CH3:4])([CH3:3])[CH3:2].C([O:25][C:26](=O)[CH2:27][C:28](=[O:41])[C:29]1[CH:34]=[CH:33][CH:32]=[C:31]([C:35]2[CH:36]=[N:37][CH:38]=[CH:39][CH:40]=2)[CH:30]=1)(C)(C)C, predict the reaction product. The product is: [C:1]([O:5][C:6](=[O:20])[NH:7][C:8]1[CH:13]=[C:12]([CH3:14])[C:11]([C:15]([F:18])([F:17])[F:16])=[CH:10][C:9]=1[NH:19][C:26](=[O:25])[CH2:27][C:28](=[O:41])[C:29]1[CH:34]=[CH:33][CH:32]=[C:31]([C:35]2[CH:36]=[N:37][CH:38]=[CH:39][CH:40]=2)[CH:30]=1)([CH3:4])([CH3:2])[CH3:3]. (3) Given the reactants [C:1]([O-:4])(=[O:3])C.[O:5]=[C:6]1[C@@H:9]([NH3+:10])[CH2:8][NH:7]1.[CH3:11]CN(C(C)C)C(C)C.[N:20]1[CH:25]=[CH:24][C:23]([C:26]2[CH:31]=[CH:30][C:29](C3C=CN(C([O-])=O)C(=O)C=3C)=[CH:28][CH:27]=2)=[CH:22][CH:21]=1, predict the reaction product. The product is: [N:20]1[CH:25]=[CH:24][C:23]([C:26]2[CH:31]=[CH:30][C:29]([O:4][C:1](=[O:3])[N:10]([CH3:11])[C@H:9]3[CH2:8][NH:7][C:6]3=[O:5])=[CH:28][CH:27]=2)=[CH:22][CH:21]=1. (4) Given the reactants [F:1][C:2]1[CH:10]=[CH:9][C:5]([CH2:6][CH2:7][NH2:8])=[CH:4][CH:3]=1.[C:11](Cl)(=O)[CH3:12], predict the reaction product. The product is: [F:1][C:2]1[CH:10]=[C:9]2[C:5]([CH2:6][CH2:7][NH:8][CH:11]2[CH3:12])=[CH:4][CH:3]=1.